This data is from Peptide-MHC class II binding affinity with 134,281 pairs from IEDB. The task is: Regression. Given a peptide amino acid sequence and an MHC pseudo amino acid sequence, predict their binding affinity value. This is MHC class II binding data. (1) The peptide sequence is FGQNTSAIAAAEAQY. The MHC is DRB1_1302 with pseudo-sequence DRB1_1302. The binding affinity (normalized) is 0.171. (2) The MHC is DRB1_0401 with pseudo-sequence DRB1_0401. The binding affinity (normalized) is 0.413. The peptide sequence is GELQIVDKIDCAFKI.